Dataset: Full USPTO retrosynthesis dataset with 1.9M reactions from patents (1976-2016). Task: Predict the reactants needed to synthesize the given product. (1) Given the product [F:44][C:23]([F:22])([F:45])[C:24]1[CH:43]=[CH:42][C:27]2[CH:28]=[C:29]([CH:31]([CH2:38][CH2:39][CH2:40][CH3:41])[CH2:32][C:33]([O:35][CH2:36][CH3:37])=[O:34])[S:30][C:26]=2[CH:25]=1, predict the reactants needed to synthesize it. The reactants are: CC1C2C=C(C(F)(F)F)C=CC=2SC=1CCC(OCC)=O.[F:22][C:23]([F:45])([F:44])[C:24]1[CH:43]=[CH:42][C:27]2[CH:28]=[C:29](/[C:31](/[CH2:38][CH2:39][CH2:40][CH3:41])=[CH:32]/[C:33]([O:35][CH2:36][CH3:37])=[O:34])[S:30][C:26]=2[CH:25]=1. (2) Given the product [F:55][C:56]([F:69])([F:70])[C:57]1[CH:58]=[C:59]([NH:67][NH:68][C:11](=[O:13])[CH:10]([C:5]2[CH:6]=[CH:7][CH:8]=[CH:9][C:4]=2[Cl:3])[N:14]2[CH2:19][CH2:18][N:17]3[CH2:20][CH2:21][CH2:22][C@H:16]3[CH2:15]2)[CH:60]=[C:61]([C:63]([F:66])([F:64])[F:65])[CH:62]=1, predict the reactants needed to synthesize it. The reactants are: Cl.Cl.[Cl:3][C:4]1[CH:9]=[CH:8][CH:7]=[CH:6][C:5]=1[CH:10]([N:14]1[CH2:19][CH2:18][N:17]2[CH2:20][CH2:21][CH2:22][C@H:16]2[CH2:15]1)[C:11]([OH:13])=O.CCN(C(C)C)C(C)C.C1C=CC2N(O)N=NC=2C=1.O.CCN=C=NCCCN(C)C.Cl.[F:55][C:56]([F:70])([F:69])[C:57]1[CH:58]=[C:59]([NH:67][NH2:68])[CH:60]=[C:61]([C:63]([F:66])([F:65])[F:64])[CH:62]=1. (3) Given the product [NH:24]1[CH2:25][CH2:26][CH2:27][C@H:23]1[C:21]1[CH:20]=[CH:19][N:18]=[C:17]([C:10]2[C:11]3[C:16](=[CH:15][CH:14]=[CH:13][CH:12]=3)[NH:8][CH:9]=2)[CH:22]=1, predict the reactants needed to synthesize it. The reactants are: C(OC([N:8]1[C:16]2[C:11](=[CH:12][CH:13]=[CH:14][CH:15]=2)[C:10]([C:17]2[CH:22]=[C:21]([C@@H:23]3[CH2:27][CH2:26][CH2:25][N:24]3[C@@H](C3C=CC(OC)=CC=3)C)[CH:20]=[CH:19][N:18]=2)=[CH:9]1)=O)(C)(C)C. (4) Given the product [NH2:14][CH:15]([CH2:21][CH:22]=[C:23]1[CH2:24][CH2:25][O:26][CH2:27][CH2:28]1)[C:16]([O:18][CH2:19][CH3:20])=[O:17], predict the reactants needed to synthesize it. The reactants are: C1(C(=[N:14][CH:15]([CH2:21][CH:22]=[C:23]2[CH2:28][CH2:27][O:26][CH2:25][CH2:24]2)[C:16]([O:18][CH2:19][CH3:20])=[O:17])C2C=CC=CC=2)C=CC=CC=1.O.C(O)(=O)C. (5) Given the product [OH:1][CH2:19][C:16]([CH:13]1[CH2:12][CH2:11][CH:10]([CH2:5][CH2:6][CH2:7][CH2:8][CH3:9])[CH2:15][CH2:14]1)([CH2:17][OH:18])[CH2:3][OH:4], predict the reactants needed to synthesize it. The reactants are: [OH-:1].[Na+].[CH2:3]=[O:4].[CH2:5]([CH:10]1[CH2:15][CH2:14][CH:13]([CH2:16][CH:17]=[O:18])[CH2:12][CH2:11]1)[CH2:6][CH2:7][CH2:8][CH3:9].[C:19](#N)C.